The task is: Predict the product of the given reaction.. This data is from Forward reaction prediction with 1.9M reactions from USPTO patents (1976-2016). (1) The product is: [CH2:1]([O:3][CH2:4][CH:5]([O:10][C:11]1[CH:16]=[C:15]([F:17])[CH:14]=[CH:13][C:12]=1[NH:18][C:19]1[C:20]2[C:27]([CH3:28])=[C:26]([C:29]([NH2:33])=[O:31])[S:25][C:21]=2[N:22]=[CH:23][N:24]=1)[CH2:6][O:7][CH2:8][CH3:9])[CH3:2]. Given the reactants [CH2:1]([O:3][CH2:4][CH:5]([O:10][C:11]1[CH:16]=[C:15]([F:17])[CH:14]=[CH:13][C:12]=1[NH:18][C:19]1[C:20]2[C:27]([CH3:28])=[C:26]([C:29]([OH:31])=O)[S:25][C:21]=2[N:22]=[CH:23][N:24]=1)[CH2:6][O:7][CH2:8][CH3:9])[CH3:2].C[N:33](C(ON1N=NC2C=CC=CC1=2)=[N+](C)C)C.[B-](F)(F)(F)F.CCN(C(C)C)C(C)C.N, predict the reaction product. (2) Given the reactants FC1[CH:7]=[CH:6][CH:5]=[CH:4][C:3]=1[N:8]1[C:13]2[CH:14]=[CH:15][CH:16]=[CH:17][C:12]=2[CH2:11][CH:10]([CH2:18][CH2:19][CH2:20][NH:21][CH3:22])[S:9]1(=[O:24])=[O:23].BrC1C=CC=CC=1CCS(Cl)(=O)=O.[NH2:38]C1C=CC=CN=1.CN(C)CC, predict the reaction product. The product is: [O:24]=[S:9]1(=[O:23])[CH:10]([CH2:18][CH2:19][CH2:20][NH:21][CH3:22])[CH2:11][C:12]2[CH:17]=[CH:16][CH:15]=[CH:14][C:13]=2[N:8]1[C:3]1[CH:4]=[CH:5][CH:6]=[CH:7][N:38]=1.